Task: Predict the reactants needed to synthesize the given product.. Dataset: Full USPTO retrosynthesis dataset with 1.9M reactions from patents (1976-2016) (1) Given the product [Cl:8][C:4]1[CH:5]=[CH:6][CH:7]=[C:2]([Cl:1])[C:3]=1[NH:9][C:10]1[NH:22][C:21]2[C:16]3[N:17]=[C:18]([CH3:20])[O:19][C:15]=3[C:14]([C:23]([NH:36][CH2:30][CH2:31][CH2:32][CH2:33][CH2:34][CH3:35])=[O:25])=[CH:13][C:12]=2[N:11]=1, predict the reactants needed to synthesize it. The reactants are: [Cl:1][C:2]1[CH:7]=[CH:6][CH:5]=[C:4]([Cl:8])[C:3]=1[NH:9][C:10]1[NH:22][C:21]2[C:16]3[N:17]=[C:18]([CH3:20])[O:19][C:15]=3[C:14]([C:23]([OH:25])=O)=[CH:13][C:12]=2[N:11]=1.S(Cl)(Cl)=O.[CH2:30]([NH2:36])[CH2:31][CH2:32][CH2:33][CH2:34][CH3:35].CCN(C(C)C)C(C)C. (2) Given the product [NH2:28][C:20]([CH2:19][N:14]1[CH2:13][CH2:12][C:11]2[C:16](=[CH:17][CH:18]=[C:9]([O:8][CH2:1][C:2]3[CH:3]=[CH:4][CH:5]=[CH:6][CH:7]=3)[CH:10]=2)[CH2:15]1)([CH2:21][OH:22])[CH2:25][OH:24], predict the reactants needed to synthesize it. The reactants are: [CH2:1]([O:8][C:9]1[CH:10]=[C:11]2[C:16](=[CH:17][CH:18]=1)[CH2:15][N:14]([CH2:19][C:20]1([NH:28]C(=O)OC(C)(C)C)[CH2:25][O:24]C(C)(C)[O:22][CH2:21]1)[CH2:13][CH2:12]2)[C:2]1[CH:7]=[CH:6][CH:5]=[CH:4][CH:3]=1.CC1(C)OCC(NC(=O)OCCCC)(CNC2C=CC(CCCCCCCC)=CC=2)CO1. (3) Given the product [O:12]=[C:10]1[N:9]([C:24]([O:26][C:27]([CH3:30])([CH3:29])[CH3:28])=[O:25])[CH:8]([CH2:13][C:14]2[CH:19]=[CH:18][C:17]([C:20]([F:22])([F:23])[F:21])=[CH:16][CH:15]=2)[CH:7]([C:4]2[CH:5]=[CH:6][N:1]=[CH:2][CH:3]=2)[O:11]1, predict the reactants needed to synthesize it. The reactants are: [N:1]1[CH:6]=[CH:5][C:4]([CH:7]2[O:11][C:10](=[O:12])[NH:9][CH:8]2[CH2:13][C:14]2[CH:19]=[CH:18][C:17]([C:20]([F:23])([F:22])[F:21])=[CH:16][CH:15]=2)=[CH:3][CH:2]=1.[C:24](O[C:24]([O:26][C:27]([CH3:30])([CH3:29])[CH3:28])=[O:25])([O:26][C:27]([CH3:30])([CH3:29])[CH3:28])=[O:25].CN(C1C=CC=CN=1)C.O. (4) Given the product [Cl:1][C:2]1[C:3]([F:29])=[C:4]([NH:8][C:9]2[C:18]3[C:13](=[CH:14][C:15]([O:27][CH3:28])=[C:16]([CH2:19][N:20]([CH3:30])[C:21]([CH3:26])([C:23]([NH2:25])=[O:24])[CH3:22])[CH:17]=3)[N:12]=[CH:11][N:10]=2)[CH:5]=[CH:6][CH:7]=1, predict the reactants needed to synthesize it. The reactants are: [Cl:1][C:2]1[C:3]([F:29])=[C:4]([NH:8][C:9]2[C:18]3[C:13](=[CH:14][C:15]([O:27][CH3:28])=[C:16]([CH2:19][NH:20][C:21]([CH3:26])([C:23]([NH2:25])=[O:24])[CH3:22])[CH:17]=3)[N:12]=[CH:11][N:10]=2)[CH:5]=[CH:6][CH:7]=1.[CH2:30]=O. (5) Given the product [F:25][C:6]1[CH:5]=[N:4][CH:3]=[C:2]([F:1])[C:7]=1[C:8]1[C:9]([C:18]2[CH:23]=[CH:22][CH:21]=[CH:20][C:19]=2[F:24])=[N:10][C:11]([NH2:17])=[C:12]([NH2:14])[CH:13]=1, predict the reactants needed to synthesize it. The reactants are: [F:1][C:2]1[CH:3]=[N:4][CH:5]=[C:6]([F:25])[C:7]=1[C:8]1[C:9]([C:18]2[CH:23]=[CH:22][CH:21]=[CH:20][C:19]=2[F:24])=[N:10][C:11]([NH2:17])=[C:12]([N+:14]([O-])=O)[CH:13]=1.Cl.O.O.[Sn](Cl)Cl.[OH-].[Na+]. (6) The reactants are: [Br:1][C:2]1[S:3][CH:4]=[C:5]([CH:7]=O)[N:6]=1.[CH3:9][O:10][C:11](=[O:32])[CH:12]=P(C1C=CC=CC=1)(C1C=CC=CC=1)C1C=CC=CC=1. Given the product [CH3:9][O:10][C:11](=[O:32])[CH:12]=[CH:7][C:5]1[N:6]=[C:2]([Br:1])[S:3][CH:4]=1, predict the reactants needed to synthesize it. (7) Given the product [NH2:1][C:4]1[CH:13]=[C:12]2[C:7]([CH2:8][CH2:9][CH2:10][N:11]2[C:14](=[O:19])[C:15]([F:18])([F:16])[F:17])=[CH:6][CH:5]=1, predict the reactants needed to synthesize it. The reactants are: [N+:1]([C:4]1[CH:13]=[C:12]2[C:7]([CH2:8][CH2:9][CH2:10][N:11]2[C:14](=[O:19])[C:15]([F:18])([F:17])[F:16])=[CH:6][CH:5]=1)([O-])=O.